Dataset: Full USPTO retrosynthesis dataset with 1.9M reactions from patents (1976-2016). Task: Predict the reactants needed to synthesize the given product. (1) Given the product [Br:12][C:9]1[CH:10]=[CH:11][C:2]([NH:1][CH2:17][CH2:18][CH3:19])=[C:3]([CH:8]=1)[C:4]([O:6][CH3:7])=[O:5], predict the reactants needed to synthesize it. The reactants are: [NH2:1][C:2]1[CH:11]=[CH:10][C:9]([Br:12])=[CH:8][C:3]=1[C:4]([O:6][CH3:7])=[O:5].C(O)(=O)C.[CH:17](=O)[CH2:18][CH3:19].C(O[BH-](OC(=O)C)OC(=O)C)(=O)C.[Na+]. (2) Given the product [CH3:18][O:19][C:20]1[CH:25]=[CH:24][C:23]([C@@H:26]([NH:28][CH2:16][CH2:15][C:2]2([OH:1])[CH2:14][CH2:13][C:5]3([O:6][CH2:7][C:8]([CH3:12])([CH3:11])[CH2:9][O:10]3)[CH2:4][CH2:3]2)[CH3:27])=[CH:22][CH:21]=1, predict the reactants needed to synthesize it. The reactants are: [OH:1][C:2]1([CH2:15][CH:16]=O)[CH2:14][CH2:13][C:5]2([O:10][CH2:9][C:8]([CH3:12])([CH3:11])[CH2:7][O:6]2)[CH2:4][CH2:3]1.[CH3:18][O:19][C:20]1[CH:25]=[CH:24][C:23]([C@@H:26]([NH2:28])[CH3:27])=[CH:22][CH:21]=1. (3) Given the product [ClH:20].[ClH:20].[F:3][CH2:4][CH2:5][N:6]1[CH2:11][CH2:10][CH:9]([NH2:12])[CH2:8][CH2:7]1, predict the reactants needed to synthesize it. The reactants are: N#N.[F:3][CH2:4][CH2:5][N:6]1[CH2:11][CH2:10][CH:9]([NH:12]C(=O)OC(C)(C)C)[CH2:8][CH2:7]1.[ClH:20]. (4) Given the product [NH2:1][C:2]1[N:7]=[C:6]([C:8]2[C:16]3[C:11](=[CH:12][CH:13]=[C:14]([C:17]#[C:18][C:19]4([OH:24])[CH2:23][CH2:22][CH2:21][CH2:20]4)[CH:15]=3)[N:10]([CH2:27][CH2:28][O:29][CH2:30][CH2:31][O:32][CH3:33])[CH:9]=2)[C:5]([Cl:25])=[CH:4][N:3]=1, predict the reactants needed to synthesize it. The reactants are: [NH2:1][C:2]1[N:7]=[C:6]([C:8]2[C:16]3[C:11](=[CH:12][CH:13]=[C:14]([C:17]#[C:18][C:19]4([OH:24])[CH2:23][CH2:22][CH2:21][CH2:20]4)[CH:15]=3)[NH:10][CH:9]=2)[C:5]([Cl:25])=[CH:4][N:3]=1.Br[CH2:27][CH2:28][O:29][CH2:30][CH2:31][O:32][CH3:33].C([O-])([O-])=O.[Cs+].[Cs+]. (5) Given the product [C:1]([C:3]1[C:4]([NH:20][C:21]2[CH:22]=[C:23]([CH:28]=[CH:29][C:30]=2[CH3:31])[C:24]([NH:26][CH3:27])=[O:25])=[N:5][C:6]([NH:33][CH3:32])=[N:7][C:8]=1[N:9]([CH2:11][C:12]([CH3:15])([CH3:14])[CH3:13])[CH3:10])#[N:2], predict the reactants needed to synthesize it. The reactants are: [C:1]([C:3]1[C:4]([NH:20][C:21]2[CH:22]=[C:23]([CH:28]=[CH:29][C:30]=2[CH3:31])[C:24]([NH:26][CH3:27])=[O:25])=[N:5][C:6](S(C)(=O)=O)=[N:7][C:8]=1[N:9]([CH2:11][C:12]([CH3:15])([CH3:14])[CH3:13])[CH3:10])#[N:2].[CH3:32][NH2:33].